From a dataset of Forward reaction prediction with 1.9M reactions from USPTO patents (1976-2016). Predict the product of the given reaction. (1) Given the reactants [Br:1][C:2]1[S:6][C:5]([C:7]([OH:9])=O)=[CH:4][CH:3]=1.C(Cl)(=O)C(Cl)=O.[Cl:16][C:17]1[CH:23]=[CH:22][CH:21]=[CH:20][C:18]=1[NH2:19].CCN(C(C)C)C(C)C.Cl.[Cl-].[Na+].O, predict the reaction product. The product is: [Br:1][C:2]1[S:6][C:5]([C:7]([NH:19][C:18]2[CH:20]=[CH:21][CH:22]=[CH:23][C:17]=2[Cl:16])=[O:9])=[CH:4][CH:3]=1. (2) Given the reactants C(O[BH-](OC(=O)C)OC(=O)C)(=O)C.[Na+].FC(F)(F)C(O)=O.[F:22][C:23]1[C:29]([O:30][CH3:31])=[CH:28][C:27]([O:32][CH3:33])=[C:26]([F:34])[C:24]=1[NH2:25].[Cl:35][C:36]1[N:43]=[CH:42][C:41]([CH:44]=O)=[C:40]([Cl:46])[C:37]=1[C:38]#[N:39].C([O-])(O)=O.[Na+], predict the reaction product. The product is: [Cl:35][C:36]1[N:43]=[CH:42][C:41]([CH2:44][NH:25][C:24]2[C:23]([F:22])=[C:29]([O:30][CH3:31])[CH:28]=[C:27]([O:32][CH3:33])[C:26]=2[F:34])=[C:40]([Cl:46])[C:37]=1[C:38]#[N:39]. (3) Given the reactants CN1C(=O)N(C)CCC1.[Cl:10][C:11]1[CH:16]=[CH:15][C:14]([NH:17][C:18](=[O:28])[CH2:19][CH2:20][C:21]2[CH:26]=[CH:25][C:24]([OH:27])=[CH:23][CH:22]=2)=[CH:13][C:12]=1[C:29]([F:32])([F:31])[F:30].Cl[C:34]1[CH:39]=[CH:38][N:37]=[C:36]([C:40]([NH:42][CH3:43])=[O:41])[CH:35]=1.CC([O-])(C)C.[K+], predict the reaction product. The product is: [Cl:10][C:11]1[CH:16]=[CH:15][C:14]([NH:17][C:18](=[O:28])[CH2:19][CH2:20][C:21]2[CH:26]=[CH:25][C:24]([O:27][C:34]3[CH:39]=[CH:38][N:37]=[C:36]([C:40]([NH:42][CH3:43])=[O:41])[CH:35]=3)=[CH:23][CH:22]=2)=[CH:13][C:12]=1[C:29]([F:30])([F:31])[F:32]. (4) Given the reactants O.[NH2:2][NH2:3].[CH3:4][O:5][CH2:6][C:7](=O)[CH2:8][C:9]#[N:10], predict the reaction product. The product is: [CH3:4][O:5][CH2:6][C:7]1[CH:8]=[C:9]([NH2:10])[NH:2][N:3]=1. (5) Given the reactants [Cl:1][C:2]1[C:11]2[C:6](=[CH:7][CH:8]=[C:9]([CH:12]([C:14]3[C:15]([CH3:21])=[N:16][C:17]([CH3:20])=[CH:18][CH:19]=3)[OH:13])[CH:10]=2)[N:5]=[C:4]([O:22][CH3:23])[C:3]=1[CH2:24][C:25]1[CH:30]=[CH:29][C:28]([F:31])=[CH:27][CH:26]=1.N#N, predict the reaction product. The product is: [Cl:1][C:2]1[C:11]2[C:6](=[CH:7][CH:8]=[C:9]([C:12]([C:14]3[C:15]([CH3:21])=[N:16][C:17]([CH3:20])=[CH:18][CH:19]=3)=[O:13])[CH:10]=2)[N:5]=[C:4]([O:22][CH3:23])[C:3]=1[CH2:24][C:25]1[CH:26]=[CH:27][C:28]([F:31])=[CH:29][CH:30]=1. (6) Given the reactants [CH3:1][CH:2]1[O:7][CH:6]([CH3:8])[CH2:5][NH:4][CH2:3]1.C[Si]([N:13]=[C:14]=[O:15])(C)C, predict the reaction product. The product is: [CH3:8][CH:6]1[O:7][CH:2]([CH3:1])[CH2:3][N:4]([C:14]([NH2:13])=[O:15])[CH2:5]1. (7) Given the reactants [CH2:1]([O:8][C:9](=[O:24])[NH:10][C:11]1[C:16]([NH:17][C:18](=[O:21])[CH2:19]Cl)=[CH:15][C:14]([O:22][CH3:23])=[CH:13][N:12]=1)[C:2]1[CH:7]=[CH:6][CH:5]=[CH:4][CH:3]=1.C(=O)([O-])[O-].[Cs+].[Cs+], predict the reaction product. The product is: [CH3:23][O:22][C:14]1[CH:13]=[N:12][C:11]2[N:10]([C:9]([O:8][CH2:1][C:2]3[CH:7]=[CH:6][CH:5]=[CH:4][CH:3]=3)=[O:24])[CH2:19][C:18](=[O:21])[NH:17][C:16]=2[CH:15]=1. (8) Given the reactants CCN(C(C)C)C(C)C.F[B-](F)(F)F.N1(OC(N(C)C)=[N+](C)C)C2C=CC=CC=2N=N1.[Cl:32][C:33]1[CH:38]=[CH:37][C:36]([C:39]2([NH:42][C:43]3[N:48]=[C:47]([O:49][CH2:50][C:51]([F:54])([F:53])[F:52])[N:46]=[C:45]([NH:55][C:56]4[CH:64]=[CH:63][C:59]([C:60](O)=[O:61])=[CH:58][CH:57]=4)[N:44]=3)[CH2:41][CH2:40]2)=[CH:35][CH:34]=1.[NH2:65][CH2:66][C:67]([CH3:78])([CH3:77])[CH2:68][NH:69][C:70](=[O:76])[O:71][C:72]([CH3:75])([CH3:74])[CH3:73], predict the reaction product. The product is: [Cl:32][C:33]1[CH:38]=[CH:37][C:36]([C:39]2([NH:42][C:43]3[N:48]=[C:47]([O:49][CH2:50][C:51]([F:54])([F:53])[F:52])[N:46]=[C:45]([NH:55][C:56]4[CH:57]=[CH:58][C:59]([C:60]([NH:65][CH2:66][C:67]([CH3:78])([CH3:77])[CH2:68][NH:69][C:70](=[O:76])[O:71][C:72]([CH3:74])([CH3:73])[CH3:75])=[O:61])=[CH:63][CH:64]=4)[N:44]=3)[CH2:40][CH2:41]2)=[CH:35][CH:34]=1.